This data is from Full USPTO retrosynthesis dataset with 1.9M reactions from patents (1976-2016). The task is: Predict the reactants needed to synthesize the given product. (1) Given the product [ClH:1].[Cl:20][C:21]1[CH:22]=[C:23]([N:27]2[CH2:32][CH2:31][N:30]([CH2:2][CH2:3][CH2:4][CH2:5][C:6]3([CH2:16][CH:17]([CH3:19])[CH3:18])[C:14]4[C:9](=[CH:10][CH:11]=[CH:12][CH:13]=4)[NH:8][C:7]3=[O:15])[CH2:29][CH2:28]2)[CH:24]=[CH:25][CH:26]=1, predict the reactants needed to synthesize it. The reactants are: [Cl:1][CH2:2][CH2:3][CH2:4][CH2:5][C:6]1([CH2:16][CH:17]([CH3:19])[CH3:18])[C:14]2[C:9](=[CH:10][CH:11]=[CH:12][CH:13]=2)[NH:8][C:7]1=[O:15].[Cl:20][C:21]1[CH:22]=[C:23]([N:27]2[CH2:32][CH2:31][NH:30][CH2:29][CH2:28]2)[CH:24]=[CH:25][CH:26]=1. (2) Given the product [CH2:15]([N:11]([CH2:1][CH:19]=[CH2:20])[C:10]1[CH:12]=[CH:13][CH:14]=[C:8]([Br:7])[CH:9]=1)[CH:16]=[CH2:17], predict the reactants needed to synthesize it. The reactants are: [C:1]([O-])([O-])=O.[K+].[K+].[Br:7][C:8]1[CH:9]=[C:10]([CH:12]=[CH:13][CH:14]=1)[NH2:11].[CH2:15](Br)[CH:16]=[CH2:17].[C:19](#N)[CH3:20]. (3) The reactants are: [CH3:1][N+:2]1[CH:6]=[CH:5][NH:4][CH:3]=1.[CH2:7]([Br:10])[CH:8]=[CH2:9]. Given the product [Br-:10].[CH2:7]([N+:4]1[CH:5]=[CH:6][N:2]([CH3:1])[CH:3]=1)[CH:8]=[CH2:9], predict the reactants needed to synthesize it. (4) The reactants are: [CH3:1][C:2]1[C:3]2[N:4]([C:9]([CH2:12][CH:13]3[CH2:15][CH2:14]3)=[N:10][N:11]=2)[CH:5]=[CH:6][C:7]=1Cl.[C:16]([O:20][C:21]([N:23]1[CH2:28][CH:27]=[C:26](B2OC(C)(C)C(C)(C)O2)[CH2:25][CH2:24]1)=[O:22])([CH3:19])([CH3:18])[CH3:17].O1CCOCC1. Given the product [C:16]([O:20][C:21]([N:23]1[CH2:24][CH:25]=[C:26]([C:7]2[CH:6]=[CH:5][N:4]3[C:9]([CH2:12][CH:13]4[CH2:15][CH2:14]4)=[N:10][N:11]=[C:3]3[C:2]=2[CH3:1])[CH2:27][CH2:28]1)=[O:22])([CH3:19])([CH3:17])[CH3:18], predict the reactants needed to synthesize it. (5) Given the product [Cl:8][C:9]1[CH:10]=[C:11]([C:31]2[CH:32]=[CH:33][C:34]([C:37]([NH:39][CH2:40][CH2:41][C:42]([OH:44])=[O:43])=[O:38])=[N:35][CH:36]=2)[CH:12]=[C:13]([C:15](=[O:30])[NH:16][C:17]2[CH:22]=[CH:21][C:20]([C:23]3[CH:24]=[CH:25][C:26]([Cl:29])=[CH:27][CH:28]=3)=[CH:19][CH:18]=2)[CH:14]=1, predict the reactants needed to synthesize it. The reactants are: [OH-].[Na+].C1COCC1.[Cl:8][C:9]1[CH:10]=[C:11]([C:31]2[CH:32]=[CH:33][C:34]([C:37]([NH:39][CH2:40][CH2:41][C:42]([O:44]CC)=[O:43])=[O:38])=[N:35][CH:36]=2)[CH:12]=[C:13]([C:15](=[O:30])[NH:16][C:17]2[CH:22]=[CH:21][C:20]([C:23]3[CH:28]=[CH:27][C:26]([Cl:29])=[CH:25][CH:24]=3)=[CH:19][CH:18]=2)[CH:14]=1.Cl. (6) Given the product [C:14]([N:10]1[CH2:11][CH2:12][CH2:13][C:8]21[C:7](=[O:24])[N:6]([CH2:5][C:4]([O:3][CH2:1][CH3:2])=[O:25])[CH2:9]2)(=[O:15])[CH3:26], predict the reactants needed to synthesize it. The reactants are: [CH2:1]([O:3][C:4](=[O:25])[CH2:5][N:6]1[CH2:9][C:8]2([CH2:13][CH2:12][CH2:11][N:10]2[C:14](OCC2C=CC=CC=2)=[O:15])[C:7]1=[O:24])[CH3:2].[C:26](OC(=O)C)(=O)C. (7) Given the product [CH:1]1([N:5]2[CH2:6][CH2:7][N:8]([C:11](=[O:24])[CH2:12][N:13]3[CH2:22][CH2:21][C:20]4[C:15](=[CH:16][CH:17]=[C:18]([O:23][CH:26]5[CH2:30][CH2:29][CH2:28][CH2:27]5)[CH:19]=4)[CH2:14]3)[CH2:9][CH2:10]2)[CH2:4][CH2:3][CH2:2]1, predict the reactants needed to synthesize it. The reactants are: [CH:1]1([N:5]2[CH2:10][CH2:9][N:8]([C:11](=[O:24])[CH2:12][N:13]3[CH2:22][CH2:21][C:20]4[C:15](=[CH:16][CH:17]=[C:18]([OH:23])[CH:19]=4)[CH2:14]3)[CH2:7][CH2:6]2)[CH2:4][CH2:3][CH2:2]1.Br[CH:26]1[CH2:30][CH2:29][CH2:28][CH2:27]1.C([O-])([O-])=O.[K+].[K+].O. (8) The reactants are: [O:1]=[CH:2][CH2:3][CH2:4][CH2:5][CH2:6][CH2:7][CH2:8][CH2:9][C:10]([O:12][CH3:13])=[O:11].[CH:14]([Mg]Br)=[CH2:15].[Cl-].[NH4+]. Given the product [OH:1][CH:2]([CH:14]=[CH2:15])[CH2:3][CH2:4][CH2:5][CH2:6][CH2:7][CH2:8][CH2:9][C:10]([O:12][CH3:13])=[O:11], predict the reactants needed to synthesize it. (9) The reactants are: [OH:1][N:2]1[CH:6]=[CH:5][C:4]([C:7]2[CH:12]=[CH:11][CH:10]=[CH:9][N:8]=2)=[N:3]1.[CH3:13][N:14]([C:18]1[CH:23]=[CH:22][CH:21]=[CH:20][CH:19]=1)[C:15](Cl)=[O:16]. Given the product [N:8]1[CH:9]=[CH:10][CH:11]=[CH:12][C:7]=1[C:4]1[CH:5]=[CH:6][N:2]([O:1][C:15](=[O:16])[N:14]([CH3:13])[C:18]2[CH:23]=[CH:22][CH:21]=[CH:20][CH:19]=2)[N:3]=1, predict the reactants needed to synthesize it.